From a dataset of Full USPTO retrosynthesis dataset with 1.9M reactions from patents (1976-2016). Predict the reactants needed to synthesize the given product. (1) Given the product [CH:1]1([CH2:7][C@H:8]([N:12]2[CH2:16][C:15]([O:17][C:18]3[CH:19]=[CH:20][CH:21]=[CH:22][CH:23]=3)=[CH:14][C:13]2=[O:24])[C:9]([NH:65][C:62]2[CH:63]=[CH:64][N:60]([CH2:59][C:58]([OH:57])([CH3:88])[CH3:26])[N:61]=2)=[O:11])[CH2:2][CH2:3][CH2:4][CH2:5][CH2:6]1, predict the reactants needed to synthesize it. The reactants are: [CH:1]1([CH2:7][C@H:8]([N:12]2[CH2:16][C:15]([O:17][C:18]3[CH:23]=[CH:22][CH:21]=[CH:20][CH:19]=3)=[CH:14][C:13]2=[O:24])[C:9]([OH:11])=O)[CH2:6][CH2:5][CH2:4][CH2:3][CH2:2]1.Cl.[CH3:26]N(C)CCCN=C=NCC.C(N(CC)C(C)C)(C)C.ON1C2C=CC=CC=2N=N1.Cl.[OH:57][C@@H:58]([CH2:88]O)[CH2:59][N:60]1[CH:64]=[CH:63][C:62]([NH:65]C(=O)[C@@H](N2CC(OC3C=CC=C(Cl)C=3Cl)=CC2=O)CC(C)C)=[N:61]1. (2) Given the product [I:45][CH2:2][C:3]1[CH:4]=[C:5]2[C:10](=[CH:11][CH:12]=1)[C@H:9]([NH:13][C:14](=[O:20])[O:15][C:16]([CH3:19])([CH3:18])[CH3:17])[CH2:8][CH2:7][CH2:6]2, predict the reactants needed to synthesize it. The reactants are: O[CH2:2][C:3]1[CH:4]=[C:5]2[C:10](=[CH:11][CH:12]=1)[C@H:9]([NH:13][C:14](=[O:20])[O:15][C:16]([CH3:19])([CH3:18])[CH3:17])[CH2:8][CH2:7][CH2:6]2.C1(P(C2C=CC=CC=2)C2C=CC=CC=2)C=CC=CC=1.N1C=CN=C1.[I:45]I. (3) Given the product [Cl:24][C:14]1[CH:15]=[C:16]([CH2:19][C:20]([O:22][CH3:23])=[O:21])[CH:17]=[CH:18][C:13]=1[NH:12][C:2]1[S:3][C:4]2[CH:10]=[C:9]([CH3:11])[CH:8]=[CH:7][C:5]=2[N:6]=1, predict the reactants needed to synthesize it. The reactants are: Br[C:2]1[S:3][C:4]2[CH:10]=[C:9]([CH3:11])[CH:8]=[CH:7][C:5]=2[N:6]=1.[NH2:12][C:13]1[CH:18]=[CH:17][C:16]([CH2:19][C:20]([O:22][CH3:23])=[O:21])=[CH:15][C:14]=1[Cl:24].C1(C)C=CC(S([O-])(=O)=O)=CC=1.[NH+]1C=CC=CC=1. (4) Given the product [CH3:26][N:23]1[CH2:22][CH2:21][N:20]([C:18]([C:15]2[CH:14]=[CH:13][C:12]([C:9]3[CH:10]=[CH:11][C:6]4[N:7]([C:3]([C:1]#[C:2][C:28]5[CH:33]=[CH:32][CH:31]=[CH:30][CH:29]=5)=[CH:4][N:5]=4)[N:8]=3)=[CH:17][CH:16]=2)=[O:19])[CH2:25][CH2:24]1, predict the reactants needed to synthesize it. The reactants are: [C:1]([C:3]1[N:7]2[N:8]=[C:9]([C:12]3[CH:17]=[CH:16][C:15]([C:18]([N:20]4[CH2:25][CH2:24][N:23]([CH3:26])[CH2:22][CH2:21]4)=[O:19])=[CH:14][CH:13]=3)[CH:10]=[CH:11][C:6]2=[N:5][CH:4]=1)#[CH:2].I[C:28]1[CH:33]=[CH:32][CH:31]=[CH:30][CH:29]=1.